Dataset: Reaction yield outcomes from USPTO patents with 853,638 reactions. Task: Predict the reaction yield, written as a fraction of the theoretical maximum amount of product (1.0 means a 100% yield; for example, 0.34 means a 34% yield). The yield is 0.780. The reactants are [Cl:1][CH2:2][C:3]1[C:8]([CH3:9])=[C:7](O)[C:6]([CH3:11])=[CH:5][N:4]=1.P(Br)(Br)([Br:14])=O.[OH-].[K+]. The product is [Br:14][C:7]1[C:6]([CH3:11])=[CH:5][N:4]=[C:3]([CH2:2][Cl:1])[C:8]=1[CH3:9]. The catalyst is C(Cl)(Cl)Cl.